This data is from Forward reaction prediction with 1.9M reactions from USPTO patents (1976-2016). The task is: Predict the product of the given reaction. Given the reactants [CH2:1]([N:8]1[C:13](=[O:14])[C:12]([CH2:15][CH3:16])=[C:11]([O:17][CH2:18][C:19]2[CH:26]=[CH:25][CH:24]=[CH:23][C:20]=2[C:21]#[N:22])[N:10]=[CH:9]1)[C:2]1[CH:7]=[CH:6][CH:5]=[CH:4][CH:3]=1.[BH4-].[Na+].Cl.[C:30](=O)([O-])[O-:31].[Na+].[Na+], predict the reaction product. The product is: [NH2:22][CH2:21][C:20]1[CH:23]=[CH:24][CH:25]=[CH:26][C:19]=1[CH2:18][O:17][C:11]1[N:10]=[CH:9][N:8]([CH2:1][C:2]2[CH:3]=[CH:4][C:5]([O:31][CH3:30])=[CH:6][CH:7]=2)[C:13](=[O:14])[C:12]=1[CH2:15][CH3:16].